Task: Predict which catalyst facilitates the given reaction.. Dataset: Catalyst prediction with 721,799 reactions and 888 catalyst types from USPTO (1) Reactant: [O:1]1[CH2:4][CH:3]([CH:5]2[C:14]3[C:9](=[CH:10][CH:11]=[CH:12][CH:13]=3)[N:8]([CH2:15][CH2:16][NH2:17])[CH2:7][CH2:6]2)[CH2:2]1.C=O.[C:20](O)(C(F)(F)F)=O.[OH-].[Na+]. Product: [O:1]1[CH2:4][CH:3]([CH:5]2[C:14]3[C:9]4=[C:10]([CH2:20][NH:17][CH2:16][CH2:15][N:8]4[CH2:7][CH2:6]2)[CH:11]=[CH:12][CH:13]=3)[CH2:2]1. The catalyst class is: 8. (2) Reactant: [Si:1]([O:8][CH:9]1[CH2:14][CH2:13][CH:12]([C:15]([O:17][CH2:18][CH3:19])=[O:16])[CH2:11][CH2:10]1)([C:4]([CH3:7])([CH3:6])[CH3:5])([CH3:3])[CH3:2].[Li+].[CH3:21]C([N-]C(C)C)C.CI. Product: [Si:1]([O:8][CH:9]1[CH2:10][CH2:11][C:12]([CH3:21])([C:15]([O:17][CH2:18][CH3:19])=[O:16])[CH2:13][CH2:14]1)([C:4]([CH3:7])([CH3:6])[CH3:5])([CH3:3])[CH3:2]. The catalyst class is: 1.